From a dataset of Catalyst prediction with 721,799 reactions and 888 catalyst types from USPTO. Predict which catalyst facilitates the given reaction. (1) Reactant: [H-].[Na+].[CH2:3]([NH:10][C:11]1[C:20]2[C:15](=[CH:16][CH:17]=[CH:18][C:19]=2[C:21]2[CH:26]=[CH:25][CH:24]=[CH:23][CH:22]=2)[C:14]([C:27]2[CH:28]=[C:29]([S:33]([NH:36][C:37]([CH3:40])([CH3:39])[CH3:38])(=[O:35])=[O:34])[CH:30]=[N:31][CH:32]=2)=[C:13]([Cl:41])[N:12]=1)[C:4]1[CH:9]=[CH:8][CH:7]=[CH:6][CH:5]=1.[CH3:42][O:43][C:44]1[CH:51]=[CH:50][C:47]([CH2:48]Cl)=[CH:46][CH:45]=1. Product: [CH2:3]([N:10]([CH2:48][C:47]1[CH:50]=[CH:51][C:44]([O:43][CH3:42])=[CH:45][CH:46]=1)[C:11]1[C:20]2[C:15](=[CH:16][CH:17]=[CH:18][C:19]=2[C:21]2[CH:26]=[CH:25][CH:24]=[CH:23][CH:22]=2)[C:14]([C:27]2[CH:28]=[C:29]([S:33]([NH:36][C:37]([CH3:38])([CH3:40])[CH3:39])(=[O:35])=[O:34])[CH:30]=[N:31][CH:32]=2)=[C:13]([Cl:41])[N:12]=1)[C:4]1[CH:9]=[CH:8][CH:7]=[CH:6][CH:5]=1. The catalyst class is: 3. (2) Reactant: [Br:1][C:2]1[CH:7]=[CH:6][CH:5]=[CH:4][C:3]=1[C:8]1[CH:13]=[CH:12][CH:11]=[C:10]([C:14]#[N:15])[CH:9]=1.[N-:16]=[N+:17]=[N-:18].[Na+].Cl.C(N(CC)CC)C. Product: [Br:1][C:2]1[CH:7]=[CH:6][CH:5]=[CH:4][C:3]=1[C:8]1[CH:13]=[CH:12][CH:11]=[C:10]([C:14]2[NH:18][N:17]=[N:16][N:15]=2)[CH:9]=1. The catalyst class is: 11. (3) Reactant: [O:1]1[CH:5]=[CH:4][CH:3]=[CH:2]1.C(C=C)=O.[Al+3].[Cl-].[Cl-].[Cl-].C(=O)=O.[CH:17]([OH:20])([CH3:19])[CH3:18]. Product: [CH:4]12[O:20][CH:17]([CH:19]=[CH:5]1)[CH2:18][CH:3]2[CH:2]=[O:1]. The catalyst class is: 2. (4) Product: [OH:1][CH2:2][C:3]([CH3:29])([CH3:28])[CH2:4][NH:5][C:6]([C:8]1[C:12]([NH:13][C:14]([C:16]2[CH:21]=[CH:20][CH:19]=[CH:18][N:17]=2)=[O:15])=[CH:11][NH:10][N:9]=1)=[O:7]. The catalyst class is: 8. Reactant: [OH:1][CH2:2][C:3]([CH3:29])([CH3:28])[CH2:4][NH:5][C:6]([C:8]1[C:12]([NH:13][C:14]([C:16]2[CH:21]=[CH:20][CH:19]=[CH:18][N:17]=2)=[O:15])=[CH:11][N:10](C2CCCCO2)[N:9]=1)=[O:7].O.C1(C)C=CC(S(O)(=O)=O)=CC=1.C(=O)([O-])O.[Na+]. (5) Reactant: [NH2:1][C:2]1[N:7]=[C:6]([S:8][CH2:9][C:10]2[CH:15]=[CH:14][CH:13]=[C:12]([F:16])[C:11]=2[F:17])[N:5]=[C:4]([OH:18])[CH:3]=1.Cl[C:20]([S:22]Cl)=[O:21]. Product: [NH2:1][C:2]1[C:3]2[S:22][C:20](=[O:21])[O:18][C:4]=2[N:5]=[C:6]([S:8][CH2:9][C:10]2[CH:15]=[CH:14][CH:13]=[C:12]([F:16])[C:11]=2[F:17])[N:7]=1. The catalyst class is: 7. (6) Reactant: [O:1]=[C:2]1[CH:7]=[CH:6][N:5]([C:8]2[CH:13]=[CH:12][CH:11]=[C:10]([C:14]([F:17])([F:16])[F:15])[CH:9]=2)[N:4]=[C:3]1[C:18]([O:20]C)=[O:19].[OH-].[Na+].Cl. Product: [O:1]=[C:2]1[CH:7]=[CH:6][N:5]([C:8]2[CH:13]=[CH:12][CH:11]=[C:10]([C:14]([F:17])([F:16])[F:15])[CH:9]=2)[N:4]=[C:3]1[C:18]([OH:20])=[O:19]. The catalyst class is: 5. (7) Reactant: [CH3:1][O:2][C:3]1[CH:40]=[C:39]([O:41][CH3:42])[CH:38]=[CH:37][C:4]=1[CH2:5][NH:6][C:7]1[C:8]2[CH:15]=[CH:14][N:13]([C@H:16]3[C@@H:20]4[O:21][C:22]([CH3:25])([CH3:24])[O:23][C@@H:19]4[C@@H:18]([CH2:26][NH:27][CH:28]4[CH2:31][CH:30]([CH2:32][C:33]([O:35][CH3:36])=[O:34])[CH2:29]4)[O:17]3)[C:9]=2[N:10]=[CH:11][N:12]=1.[C:43]([BH3-])#N.[Na+].C(O)(=O)C.C=O. Product: [CH3:1][O:2][C:3]1[CH:40]=[C:39]([O:41][CH3:42])[CH:38]=[CH:37][C:4]=1[CH2:5][NH:6][C:7]1[C:8]2[CH:15]=[CH:14][N:13]([C@H:16]3[C@@H:20]4[O:21][C:22]([CH3:24])([CH3:25])[O:23][C@@H:19]4[C@@H:18]([CH2:26][N:27]([CH3:43])[CH:28]4[CH2:29][CH:30]([CH2:32][C:33]([O:35][CH3:36])=[O:34])[CH2:31]4)[O:17]3)[C:9]=2[N:10]=[CH:11][N:12]=1. The catalyst class is: 5.